This data is from Forward reaction prediction with 1.9M reactions from USPTO patents (1976-2016). The task is: Predict the product of the given reaction. (1) Given the reactants CC1(C)[O:6][C:5](=[CH:7][C:8]([N:10]([CH2:13][C:14]2[CH:19]=[CH:18][C:17]([F:20])=[CH:16][CH:15]=2)[O:11][CH3:12])=[O:9])[C:4](=[O:21])O1.[CH3:23][N:24]1[C:28]([C:29]([F:32])([F:31])[F:30])=[CH:27][C:26]([C:33]2[S:37][C:36]([S:38]([NH2:41])(=[O:40])=[O:39])=[CH:35][CH:34]=2)=[N:25]1, predict the reaction product. The product is: [F:20][C:17]1[CH:16]=[CH:15][C:14]([CH2:13][N:10]([O:11][CH3:12])[C:8](=[O:9])[CH:7]=[C:5]([OH:6])[C:4]([NH:41][S:38]([C:36]2[S:37][C:33]([C:26]3[CH:27]=[C:28]([C:29]([F:31])([F:30])[F:32])[N:24]([CH3:23])[N:25]=3)=[CH:34][CH:35]=2)(=[O:40])=[O:39])=[O:21])=[CH:19][CH:18]=1. (2) The product is: [Cl:7][C:8]1[CH:9]=[C:10]2[C:14](=[CH:15][CH:16]=1)[C:13](=[CH2:1])[CH2:12][CH2:11]2. Given the reactants [CH3:1]C(C)([O-])C.[K+].[Cl:7][C:8]1[CH:9]=[C:10]2[C:14](=[CH:15][CH:16]=1)[C:13](=O)[CH2:12][CH2:11]2.C1CCCCC1, predict the reaction product. (3) Given the reactants Cl.[CH:2]1([NH2:6])[CH2:5][CH2:4][CH2:3]1.C(N(CC)CC)C.Cl[C:15]1[CH:20]=[C:19]([Cl:21])[CH:18]=[CH:17][C:16]=1[N+:22]([O-:24])=[O:23].O1CCCC1, predict the reaction product. The product is: [Cl:21][C:19]1[CH:18]=[CH:17][C:16]([N+:22]([O-:24])=[O:23])=[C:15]([CH:20]=1)[NH:6][CH:2]1[CH2:5][CH2:4][CH2:3]1. (4) Given the reactants C([O:5][C:6]([N:8]1[CH2:15][CH:14]2[N:16]([CH2:17][C:18]3[NH:19][C:20]([C:36]4[S:37][CH:38]=[CH:39][N:40]=4)=[N:21][C@@H:22]([C:28]4[CH:33]=[CH:32][C:31]([F:34])=[CH:30][C:29]=4[Cl:35])[C:23]=3[C:24]([O:26][CH3:27])=[O:25])[CH:10]([CH2:11][O:12][CH2:13]2)[CH2:9]1)=O)(C)(C)C.[C:41](O)(C(F)(F)F)=O.C(=O)(O)[O-].[Na+], predict the reaction product. The product is: [CH3:27][O:26][C:24]([C:23]1[C@H:22]([C:28]2[CH:33]=[CH:32][C:31]([F:34])=[CH:30][C:29]=2[Cl:35])[N:21]=[C:20]([C:36]2[S:37][CH:38]=[CH:39][N:40]=2)[NH:19][C:18]=1[CH2:17][N:16]1[CH:14]2[CH2:15][N:8]([C:6](=[O:5])[CH3:41])[CH2:9][CH:10]1[CH2:11][O:12][CH2:13]2)=[O:25]. (5) The product is: [Cl:1][C:2]1[CH:3]=[CH:4][C:5]([O:35][CH3:36])=[C:6]([NH:8][C:9]([NH:11][C:12]2[CH:20]=[CH:19][CH:18]=[C:17]3[C:13]=2[CH:14]=[CH:15][N:16]3[CH2:21][C:22]2[CH:27]=[CH:26][N:25]=[C:24]([NH:28][C:29]3[CH:34]=[N:33][CH:32]=[CH:31][N:30]=3)[CH:23]=2)=[O:10])[CH:7]=1. Given the reactants [Cl:1][C:2]1[CH:3]=[CH:4][C:5]([O:35][CH3:36])=[C:6]([NH:8][C:9]([NH:11][C:12]2[CH:20]=[CH:19][CH:18]=[C:17]3[C:13]=2[CH:14]=[CH:15][N:16]3[CH2:21][C:22]2[CH:27]=[CH:26][N:25]=[C:24]([NH:28][C:29]3[CH:34]=[N:33][CH:32]=[CH:31][N:30]=3)[CH:23]=2)=[O:10])[CH:7]=1.N1C=CN=CC=1NC1C=C(CN2C3C(=C(N)C=CC=3)C=C2)C=CN=1.ClC1C=CC(OC)=C(N=C=O)C=1.CCOCC, predict the reaction product. (6) Given the reactants C(=O)([S:3][CH2:4][C:5]([NH:8][C:9]([O:11][CH2:12][C:13]1[CH:18]=[CH:17][CH:16]=[CH:15][CH:14]=1)=[O:10])([CH3:7])[CH3:6])C.[OH-].[Na+].C(OCC)(=O)C, predict the reaction product. The product is: [SH:3][CH2:4][C:5]([NH:8][C:9](=[O:10])[O:11][CH2:12][C:13]1[CH:18]=[CH:17][CH:16]=[CH:15][CH:14]=1)([CH3:7])[CH3:6]. (7) Given the reactants [CH2:1]([CH:3]([N:6]1[CH2:11][CH2:10][CH:9]([CH2:12][C:13]([NH:15][OH:16])=[NH:14])[CH2:8][CH2:7]1)[CH2:4][CH3:5])[CH3:2].[F:17][C:18]([F:29])([F:28])[C:19]1[CH:20]=[C:21]([CH:25]=[CH:26][CH:27]=1)[C:22]([Cl:24])=O, predict the reaction product. The product is: [ClH:24].[CH2:1]([CH:3]([N:6]1[CH2:11][CH2:10][CH:9]([CH2:12][C:13]2[N:14]=[C:22]([C:21]3[CH:25]=[CH:26][CH:27]=[C:19]([C:18]([F:17])([F:28])[F:29])[CH:20]=3)[O:16][N:15]=2)[CH2:8][CH2:7]1)[CH2:4][CH3:5])[CH3:2].